Dataset: Full USPTO retrosynthesis dataset with 1.9M reactions from patents (1976-2016). Task: Predict the reactants needed to synthesize the given product. (1) Given the product [OH:17][CH2:16][C@H:3]1[CH2:8][CH2:7][CH2:6][N:5]([C:9]([O:11][C:12]([CH3:15])([CH3:14])[CH3:13])=[O:10])[CH2:4]1, predict the reactants needed to synthesize it. The reactants are: C([C@:3]1([C:16]([O-])=[O:17])[CH2:8][CH2:7][CH2:6][N:5]([C:9]([O:11][C:12]([CH3:15])([CH3:14])[CH3:13])=[O:10])[CH2:4]1)C.[H-].[H-].[H-].[H-].[Li+].[Al+3].O.[OH-].[Na+]. (2) Given the product [C:19]([C:16]1[N:17]=[CH:18][C:13]([NH:12][C:8]2[N:9]=[CH:10][C:11]3[C:6]([CH:7]=2)=[CH:5][CH:4]=[CH:3][C:2]=3[C:49]([NH:21][CH2:22][CH2:23][N:24]2[CH2:29][CH2:28][O:27][CH2:26][CH2:25]2)=[O:51])=[N:14][CH:15]=1)#[N:20], predict the reactants needed to synthesize it. The reactants are: Br[C:2]1[CH:3]=[CH:4][CH:5]=[C:6]2[C:11]=1[CH:10]=[N:9][C:8]([NH:12][C:13]1[N:14]=[CH:15][C:16]([C:19]#[N:20])=[N:17][CH:18]=1)=[CH:7]2.[NH2:21][CH2:22][CH2:23][N:24]1[CH2:29][CH2:28][O:27][CH2:26][CH2:25]1.C1(P(C2C=CC=CC=2)C2C=CC=CC=2)C=CC=CC=1.[C:49]([O-])(=[O:51])C.[Na+].